This data is from Full USPTO retrosynthesis dataset with 1.9M reactions from patents (1976-2016). The task is: Predict the reactants needed to synthesize the given product. (1) Given the product [I:12][C:8]1[C:6]2[N:7]=[C:2]([NH:14][C@H:15]3[CH2:20][CH2:19][CH2:18][CH2:17][C@H:16]3[OH:21])[N:3]=[CH:4][C:5]=2[CH:11]=[N:10][CH:9]=1, predict the reactants needed to synthesize it. The reactants are: Cl[C:2]1[N:3]=[CH:4][C:5]2[CH:11]=[N:10][CH:9]=[C:8]([I:12])[C:6]=2[N:7]=1.Cl.[NH2:14][C@H:15]1[CH2:20][CH2:19][CH2:18][CH2:17][C@H:16]1[OH:21].C(N(CC)CC)C. (2) Given the product [F:21][C:22]1([F:28])[CH2:27][CH2:26][N:25]([C:2]2[CH:11]=[CH:10][C:5]([C:6]([O:8][CH3:9])=[O:7])=[C:4]([O:12][CH3:13])[CH:3]=2)[CH2:24][CH2:23]1, predict the reactants needed to synthesize it. The reactants are: F[C:2]1[CH:11]=[CH:10][C:5]([C:6]([O:8][CH3:9])=[O:7])=[C:4]([O:12][CH3:13])[CH:3]=1.C(=O)([O-])[O-].[K+].[K+].Cl.[F:21][C:22]1([F:28])[CH2:27][CH2:26][NH:25][CH2:24][CH2:23]1.CN(C=O)C. (3) Given the product [CH3:29][N:30]([CH3:48])[C:31]1[N:36]=[C:35]2[N:37]([CH:42]3[CH2:47][CH2:46][N:45]([CH2:2][C@H:3]([OH:28])[CH2:4][N:5]4[C:13]5[CH2:12][CH2:11][N:10]([S:14]([CH3:17])(=[O:16])=[O:15])[CH2:9][C:8]=5[C:7]([C:18]5[CH:23]=[CH:22][C:21]([C:24]([F:27])([F:26])[F:25])=[CH:20][CH:19]=5)=[N:6]4)[CH2:44][CH2:43]3)[C:38](=[O:41])[N:39]([CH3:40])[C:34]2=[CH:33][CH:32]=1, predict the reactants needed to synthesize it. The reactants are: Cl[CH2:2][C@H:3]([OH:28])[CH2:4][N:5]1[C:13]2[CH2:12][CH2:11][N:10]([S:14]([CH3:17])(=[O:16])=[O:15])[CH2:9][C:8]=2[C:7]([C:18]2[CH:23]=[CH:22][C:21]([C:24]([F:27])([F:26])[F:25])=[CH:20][CH:19]=2)=[N:6]1.[CH3:29][N:30]([CH3:48])[C:31]1[N:36]=[C:35]2[N:37]([CH:42]3[CH2:47][CH2:46][NH:45][CH2:44][CH2:43]3)[C:38](=[O:41])[N:39]([CH3:40])[C:34]2=[CH:33][CH:32]=1.C(=O)([O-])[O-].[K+].[K+]. (4) Given the product [CH3:14][O:15][CH2:16][O:17][C:18]1[CH:23]=[C:22]([O:24][CH2:25][O:26][CH3:27])[CH:21]=[CH:20][C:19]=1[CH:28]1[CH2:33][CH2:32][C:5](=[CH:4][C:6]([O:8][CH3:36])=[O:7])[CH2:30][CH2:29]1, predict the reactants needed to synthesize it. The reactants are: [H-].[Na+].C[C:4](P(OC)(O)=O)([C:6]([O-:8])=[O:7])[CH3:5].[CH3:14][O:15][CH2:16][O:17][C:18]1[CH:23]=[C:22]([O:24][CH2:25][O:26][CH3:27])[CH:21]=[CH:20][C:19]=1[CH:28]1[CH2:33][CH2:32]C(=O)[CH2:30][CH2:29]1.O1CCC[CH2:36]1. (5) Given the product [CH3:14][S:5][C:4]([N:6]1[CH2:10][C:9]([CH3:11])([CH3:12])[CH:8]=[N:7]1)=[N:3][CH2:1][CH3:2], predict the reactants needed to synthesize it. The reactants are: [CH2:1]([NH:3][C:4]([N:6]1[CH2:10][C:9]([CH3:12])([CH3:11])[CH:8]=[N:7]1)=[S:5])[CH3:2].I[CH3:14].